Regression. Given two drug SMILES strings and cell line genomic features, predict the synergy score measuring deviation from expected non-interaction effect. From a dataset of NCI-60 drug combinations with 297,098 pairs across 59 cell lines. (1) Drug 1: CC1C(C(CC(O1)OC2CC(OC(C2O)C)OC3=CC4=CC5=C(C(=O)C(C(C5)C(C(=O)C(C(C)O)O)OC)OC6CC(C(C(O6)C)O)OC7CC(C(C(O7)C)O)OC8CC(C(C(O8)C)O)(C)O)C(=C4C(=C3C)O)O)O)O. Drug 2: C1C(C(OC1N2C=NC(=NC2=O)N)CO)O. Cell line: UO-31. Synergy scores: CSS=53.5, Synergy_ZIP=1.11, Synergy_Bliss=1.74, Synergy_Loewe=1.08, Synergy_HSA=1.63. (2) Drug 1: C1=C(C(=O)NC(=O)N1)F. Drug 2: C#CCC(CC1=CN=C2C(=N1)C(=NC(=N2)N)N)C3=CC=C(C=C3)C(=O)NC(CCC(=O)O)C(=O)O. Cell line: LOX IMVI. Synergy scores: CSS=34.0, Synergy_ZIP=-9.46, Synergy_Bliss=-16.9, Synergy_Loewe=-14.4, Synergy_HSA=-13.1.